Dataset: Reaction yield outcomes from USPTO patents with 853,638 reactions. Task: Predict the reaction yield, written as a fraction of the theoretical maximum amount of product (1.0 means a 100% yield; for example, 0.34 means a 34% yield). (1) The reactants are [OH-].[Na+].[CH3:3][O:4][C:5]1[N:10]=[CH:9][C:8]([N:11]2[C:15]([C:16]3[CH:21]=[N:20][CH:19]=[CH:18][N:17]=3)=[CH:14][C:13]([C:22]([O:24]CC)=[O:23])=[N:12]2)=[CH:7][CH:6]=1.Cl.O. The catalyst is C(O)C.C(OCC)(=O)C. The product is [CH3:3][O:4][C:5]1[N:10]=[CH:9][C:8]([N:11]2[C:15]([C:16]3[CH:21]=[N:20][CH:19]=[CH:18][N:17]=3)=[CH:14][C:13]([C:22]([OH:24])=[O:23])=[N:12]2)=[CH:7][CH:6]=1. The yield is 0.920. (2) The reactants are [C:1]([O:5][C:6]([N:8]([C:13]1[CH:14]=[C:15]([CH2:24][C:25]([O:27]C)=[O:26])[CH:16]=[CH:17][C:18]=1[O:19][CH2:20][CH:21]1[CH2:23][CH2:22]1)[S:9]([CH3:12])(=[O:11])=[O:10])=[O:7])([CH3:4])([CH3:3])[CH3:2].O.[Li+].[OH-]. The catalyst is C1COCC1. The product is [C:1]([O:5][C:6]([N:8]([C:13]1[CH:14]=[C:15]([CH2:24][C:25]([OH:27])=[O:26])[CH:16]=[CH:17][C:18]=1[O:19][CH2:20][CH:21]1[CH2:22][CH2:23]1)[S:9]([CH3:12])(=[O:10])=[O:11])=[O:7])([CH3:4])([CH3:2])[CH3:3]. The yield is 0.950. (3) The reactants are [F:1][C:2]1[CH:7]=[CH:6][C:5]([CH2:8][NH:9][C@H:10]2[C@@H:16]3[CH2:17][CH2:18][C@@H:12]([C@@H:13]4[C@H:15]3[CH2:14]4)[C@H:11]2[C:19](OC)=[O:20])=[CH:4][CH:3]=1.[CH3:23][S:24]([NH:27][C:28]1[CH:43]=[CH:42][C:31]2[NH:32][C:33]([CH2:38][C:39](O)=[O:40])=[N:34][S:35](=[O:37])(=[O:36])[C:30]=2[CH:29]=1)(=[O:26])=[O:25].CN1CCOCC1.Cl.CN(C)CCCN=C=NCC.C(N(CC)CC)C. The catalyst is CN(C)C=O.C(OCC)(=O)C. The product is [F:1][C:2]1[CH:3]=[CH:4][C:5]([CH2:8][N:9]2[C:39](=[O:40])[C:38]([C:33]3[NH:32][C:31]4[CH:42]=[CH:43][C:28]([NH:27][S:24]([CH3:23])(=[O:26])=[O:25])=[CH:29][C:30]=4[S:35](=[O:37])(=[O:36])[N:34]=3)=[C:19]([OH:20])[C@H:11]3[C@@H:10]2[C@@H:16]2[CH2:17][CH2:18][C@H:12]3[C@@H:13]3[C@H:15]2[CH2:14]3)=[CH:6][CH:7]=1. The yield is 0.800. (4) The reactants are [NH2:1][C:2]1[S:6][N:5]=[C:4]([CH3:7])[C:3]=1[C:8]#[N:9].CCN(CC)CC.[C:17](Cl)(=[O:21])[CH2:18][CH2:19][CH3:20]. The catalyst is C(Cl)Cl. The product is [C:8]([C:3]1[C:4]([CH3:7])=[N:5][S:6][C:2]=1[NH:1][C:17](=[O:21])[CH2:18][CH2:19][CH3:20])#[N:9]. The yield is 0.950.